From a dataset of Full USPTO retrosynthesis dataset with 1.9M reactions from patents (1976-2016). Predict the reactants needed to synthesize the given product. (1) Given the product [Cl-:1].[Zr+4:13].[CH:2]1([P:28]([CH:7]2[CH:11]=[CH:10][CH:9]=[CH:8]2)([C:35]([CH2:40][CH3:39])=[CH:36][CH2:37][CH3:38])([C:29]2[CH:34]=[CH:33][CH:32]=[CH:31][CH:30]=2)[C:23]2[CH:22]=[CH:21][CH:26]=[CH:25][CH:24]=2)[CH:6]=[CH:5][CH:4]=[CH:3]1.[Cl-:12].[Cl-:27].[Cl-:41], predict the reactants needed to synthesize it. The reactants are: [Cl:1][C-:2]1[CH:6]=[CH:5][CH:4]=[CH:3]1.[C-:7]1([Cl:12])[CH:11]=[CH:10][CH:9]=[CH:8]1.[Zr+2:13].O=O.C([Li])CCC.[CH3:21][CH2:22][C:23]#[C:24][CH2:25][CH3:26].[Cl:27][P:28]([C:35]1[CH:40]=[CH:39][CH:38]=[CH:37][CH:36]=1)[C:29]1[CH:34]=[CH:33][CH:32]=[CH:31][CH:30]=1.[ClH:41]. (2) Given the product [O:12]1[CH:5]=[CH:4][C:3]([CH:6]([OH:11])[CH2:7][CH2:8][CH2:9][OH:10])=[CH:2]1, predict the reactants needed to synthesize it. The reactants are: S1[CH:5]=[CH:4][C:3]([CH:6]([OH:11])[CH2:7][CH2:8][CH2:9][OH:10])=[CH:2]1.[O:12]1C=CC(C=O)=C1. (3) Given the product [Cl:30][C:17]1[CH:16]=[C:15]([N:6]([C:7]2[CH:12]=[CH:11][C:10]([F:13])=[CH:9][C:8]=2[CH3:14])[C:5]([O:4][CH:2]([O:36][C:32](=[O:35])[CH2:33][CH3:34])[CH3:3])=[O:31])[CH:20]=[CH:19][C:18]=1[C:21](=[O:29])[C:22]1[CH:27]=[CH:26][CH:25]=[CH:24][C:23]=1[CH3:28], predict the reactants needed to synthesize it. The reactants are: Cl[CH:2]([O:4][C:5](=[O:31])[N:6]([C:15]1[CH:20]=[CH:19][C:18]([C:21](=[O:29])[C:22]2[CH:27]=[CH:26][CH:25]=[CH:24][C:23]=2[CH3:28])=[C:17]([Cl:30])[CH:16]=1)[C:7]1[CH:12]=[CH:11][C:10]([F:13])=[CH:9][C:8]=1[CH3:14])[CH3:3].[C:32]([O-:36])(=[O:35])[CH2:33][CH3:34].C([N+](CCCC)(CCCC)CCCC)CCC.